The task is: Regression. Given two drug SMILES strings and cell line genomic features, predict the synergy score measuring deviation from expected non-interaction effect.. This data is from NCI-60 drug combinations with 297,098 pairs across 59 cell lines. (1) Drug 1: CN1CCC(CC1)COC2=C(C=C3C(=C2)N=CN=C3NC4=C(C=C(C=C4)Br)F)OC. Drug 2: CC1CCC2CC(C(=CC=CC=CC(CC(C(=O)C(C(C(=CC(C(=O)CC(OC(=O)C3CCCCN3C(=O)C(=O)C1(O2)O)C(C)CC4CCC(C(C4)OC)OCCO)C)C)O)OC)C)C)C)OC. Cell line: HL-60(TB). Synergy scores: CSS=-5.91, Synergy_ZIP=0.874, Synergy_Bliss=-5.08, Synergy_Loewe=-28.9, Synergy_HSA=-12.4. (2) Drug 2: CCC1(C2=C(COC1=O)C(=O)N3CC4=CC5=C(C=CC(=C5CN(C)C)O)N=C4C3=C2)O.Cl. Drug 1: C1C(C(OC1N2C=NC3=C(N=C(N=C32)Cl)N)CO)O. Cell line: OVCAR-5. Synergy scores: CSS=42.0, Synergy_ZIP=-17.2, Synergy_Bliss=-8.53, Synergy_Loewe=-12.8, Synergy_HSA=-2.67. (3) Drug 1: C1=CC(=CC=C1CCCC(=O)O)N(CCCl)CCCl. Drug 2: CC1=C(C(CCC1)(C)C)C=CC(=CC=CC(=CC(=O)O)C)C. Cell line: HT29. Synergy scores: CSS=17.9, Synergy_ZIP=-6.50, Synergy_Bliss=-1.33, Synergy_Loewe=1.42, Synergy_HSA=1.45. (4) Cell line: SNB-75. Synergy scores: CSS=23.2, Synergy_ZIP=-4.09, Synergy_Bliss=-4.35, Synergy_Loewe=-2.58, Synergy_HSA=-0.491. Drug 2: C(CC(=O)O)C(=O)CN.Cl. Drug 1: COC1=C(C=C2C(=C1)N=CN=C2NC3=CC(=C(C=C3)F)Cl)OCCCN4CCOCC4.